From a dataset of NCI-60 drug combinations with 297,098 pairs across 59 cell lines. Regression. Given two drug SMILES strings and cell line genomic features, predict the synergy score measuring deviation from expected non-interaction effect. (1) Drug 1: CC1=C(C=C(C=C1)NC(=O)C2=CC=C(C=C2)CN3CCN(CC3)C)NC4=NC=CC(=N4)C5=CN=CC=C5. Drug 2: CCC1(CC2CC(C3=C(CCN(C2)C1)C4=CC=CC=C4N3)(C5=C(C=C6C(=C5)C78CCN9C7C(C=CC9)(C(C(C8N6C)(C(=O)OC)O)OC(=O)C)CC)OC)C(=O)OC)O.OS(=O)(=O)O. Cell line: NCI/ADR-RES. Synergy scores: CSS=-6.62, Synergy_ZIP=4.09, Synergy_Bliss=-0.812, Synergy_Loewe=-1.56, Synergy_HSA=-7.29. (2) Cell line: ACHN. Synergy scores: CSS=26.9, Synergy_ZIP=2.95, Synergy_Bliss=3.79, Synergy_Loewe=-9.89, Synergy_HSA=2.36. Drug 1: CC1C(C(CC(O1)OC2CC(CC3=C2C(=C4C(=C3O)C(=O)C5=C(C4=O)C(=CC=C5)OC)O)(C(=O)C)O)N)O.Cl. Drug 2: CCN(CC)CCNC(=O)C1=C(NC(=C1C)C=C2C3=C(C=CC(=C3)F)NC2=O)C. (3) Drug 1: C1CCN(CC1)CCOC2=CC=C(C=C2)C(=O)C3=C(SC4=C3C=CC(=C4)O)C5=CC=C(C=C5)O. Drug 2: CCN(CC)CCNC(=O)C1=C(NC(=C1C)C=C2C3=C(C=CC(=C3)F)NC2=O)C. Cell line: NCI-H226. Synergy scores: CSS=0.669, Synergy_ZIP=3.18, Synergy_Bliss=2.55, Synergy_Loewe=-2.91, Synergy_HSA=-1.73. (4) Drug 1: CN(C(=O)NC(C=O)C(C(C(CO)O)O)O)N=O. Drug 2: N.N.Cl[Pt+2]Cl. Cell line: T-47D. Synergy scores: CSS=30.6, Synergy_ZIP=-8.84, Synergy_Bliss=0.674, Synergy_Loewe=2.76, Synergy_HSA=2.95. (5) Drug 1: C1=NC2=C(N1)C(=S)N=C(N2)N. Drug 2: CNC(=O)C1=NC=CC(=C1)OC2=CC=C(C=C2)NC(=O)NC3=CC(=C(C=C3)Cl)C(F)(F)F. Cell line: U251. Synergy scores: CSS=45.5, Synergy_ZIP=-4.24, Synergy_Bliss=-1.07, Synergy_Loewe=-6.10, Synergy_HSA=0.452. (6) Drug 1: CCC1=C2CN3C(=CC4=C(C3=O)COC(=O)C4(CC)O)C2=NC5=C1C=C(C=C5)O. Drug 2: B(C(CC(C)C)NC(=O)C(CC1=CC=CC=C1)NC(=O)C2=NC=CN=C2)(O)O. Cell line: BT-549. Synergy scores: CSS=56.7, Synergy_ZIP=-2.99, Synergy_Bliss=-0.523, Synergy_Loewe=-2.89, Synergy_HSA=2.42.